This data is from Reaction yield outcomes from USPTO patents with 853,638 reactions. The task is: Predict the reaction yield, written as a fraction of the theoretical maximum amount of product (1.0 means a 100% yield; for example, 0.34 means a 34% yield). The reactants are CC(C)(O[C:5]([NH:7][C@H:8]([C:28]([O:30][CH3:31])=[O:29])[CH2:9][NH:10][C:11]([O:13][CH2:14][CH:15]1[C:27]2[CH:26]=[CH:25][CH:24]=[CH:23][C:22]=2[C:21]2[C:16]1=[CH:17][CH:18]=[CH:19][CH:20]=2)=[O:12])=[O:6])C.C1C2C(COC(NC[C@@H](C(OC)=O)N)=O)C3C(=CC=CC=3)C=2C=CC=1.F[C:59](F)(F)[C:60]([OH:62])=O.ClCCl.[Cl:68][C:69]1[CH:77]=[C:76]([C:78]([NH:80][CH2:81][C:82]2[CH:87]=CC=[C:84](O)[CH:83]=2)=[O:79])[CH:75]=[CH:74][C:70]=1C(O)=O.C1C=NC2N(O)N=NC=2C=1.C1(N=C=NC2CCCCC2)CCCCC1. The catalyst is CN(C)C=O.O. The product is [Cl:68][C:69]1[CH:77]=[C:76]([C:78]([NH:80][CH2:81][C:82]2[CH:83]=[CH:84][CH:59]=[C:60]([OH:62])[CH:87]=2)=[O:79])[CH:75]=[CH:74][C:70]=1[C:5]([NH:7][C@H:8]([C:28]([O:30][CH3:31])=[O:29])[CH2:9][NH:10][C:11]([O:13][CH2:14][CH:15]1[C:27]2[CH:26]=[CH:25][CH:24]=[CH:23][C:22]=2[C:21]2[C:16]1=[CH:17][CH:18]=[CH:19][CH:20]=2)=[O:12])=[O:6]. The yield is 0.620.